From a dataset of Forward reaction prediction with 1.9M reactions from USPTO patents (1976-2016). Predict the product of the given reaction. (1) Given the reactants [F:1][C:2]1[CH:3]=[CH:4][C:5]([O:27][CH3:28])=[C:6]([C:8]2[CH:13]=[CH:12][N:11]=[C:10]3[N:14](S(C4C=CC=CC=4)(=O)=O)[C:15]([I:17])=[CH:16][C:9]=23)[CH:7]=1.[OH-].[Na+], predict the reaction product. The product is: [F:1][C:2]1[CH:3]=[CH:4][C:5]([O:27][CH3:28])=[C:6]([C:8]2[CH:13]=[CH:12][N:11]=[C:10]3[NH:14][C:15]([I:17])=[CH:16][C:9]=23)[CH:7]=1. (2) Given the reactants [F:1][C:2]1[CH:18]=[CH:17][CH:16]=[C:15]([F:19])[C:3]=1[CH2:4][N:5]1[CH:9]=[C:8](C(N=[N+]=[N-])=O)[N:7]=[N:6]1.[CH2:20]([OH:27])[C:21]1[CH:26]=[CH:25][CH:24]=[CH:23][CH:22]=1.C[N:29]([CH:31]=[O:32])C, predict the reaction product. The product is: [CH2:20]([O:27][C:31](=[O:32])[NH:29][C:8]1[N:7]=[N:6][N:5]([CH2:4][C:3]2[C:15]([F:19])=[CH:16][CH:17]=[CH:18][C:2]=2[F:1])[CH:9]=1)[C:21]1[CH:26]=[CH:25][CH:24]=[CH:23][CH:22]=1. (3) Given the reactants [C:1]1([SH:7])[CH:6]=[CH:5][CH:4]=[CH:3][CH:2]=1.[H-].[Na+].[C:10]([O:14][C:15](=[O:31])[CH2:16][C@@H:17]([CH2:29]I)[NH:18][C:19]([O:21][CH2:22][C:23]1[CH:28]=[CH:27][CH:26]=[CH:25][CH:24]=1)=[O:20])([CH3:13])([CH3:12])[CH3:11].O, predict the reaction product. The product is: [C:10]([O:14][C:15](=[O:31])[CH2:16][C@@H:17]([CH2:29][S:7][C:1]1[CH:6]=[CH:5][CH:4]=[CH:3][CH:2]=1)[NH:18][C:19]([O:21][CH2:22][C:23]1[CH:24]=[CH:25][CH:26]=[CH:27][CH:28]=1)=[O:20])([CH3:13])([CH3:11])[CH3:12].